This data is from Forward reaction prediction with 1.9M reactions from USPTO patents (1976-2016). The task is: Predict the product of the given reaction. Given the reactants [F:1][C:2]([F:7])([F:6])[C:3]([OH:5])=[O:4].[O:8]1[C:12]2[CH:13]=[CH:14][CH:15]=[CH:16][C:11]=2[N:10]=[C:9]1[C:17]1[CH:37]=[CH:36][C:20]([C:21]([N:23]2[CH2:28][CH2:27][N:26](C(OC(C)(C)C)=O)[CH2:25][CH2:24]2)=[O:22])=[CH:19][CH:18]=1, predict the reaction product. The product is: [F:1][C:2]([F:7])([F:6])[C:3]([OH:5])=[O:4].[O:8]1[C:12]2[CH:13]=[CH:14][CH:15]=[CH:16][C:11]=2[N:10]=[C:9]1[C:17]1[CH:37]=[CH:36][C:20]([C:21]([N:23]2[CH2:24][CH2:25][NH:26][CH2:27][CH2:28]2)=[O:22])=[CH:19][CH:18]=1.